Dataset: Peptide-MHC class I binding affinity with 185,985 pairs from IEDB/IMGT. Task: Regression. Given a peptide amino acid sequence and an MHC pseudo amino acid sequence, predict their binding affinity value. This is MHC class I binding data. The peptide sequence is AVFLSYIGY. The MHC is HLA-B18:01 with pseudo-sequence HLA-B18:01. The binding affinity (normalized) is 0.0847.